Dataset: Forward reaction prediction with 1.9M reactions from USPTO patents (1976-2016). Task: Predict the product of the given reaction. (1) Given the reactants [O:1]=[C:2]1[C:11]2[C:6](=[CH:7][CH:8]=[CH:9][CH:10]=2)[O:5][CH:4]([C:12](O)=[O:13])[CH2:3]1.B.CSC.Cl, predict the reaction product. The product is: [OH:13][CH2:12][CH:4]1[CH2:3][C:2](=[O:1])[C:11]2[C:6](=[CH:7][CH:8]=[CH:9][CH:10]=2)[O:5]1. (2) Given the reactants O1CCOC1[C:6]1[S:10][CH:9]=[C:8]([C:11]2([CH3:21])[C:20]3[C:15](=[CH:16][CH:17]=[CH:18][CH:19]=3)[CH2:14][CH2:13][NH:12]2)[CH:7]=1.[C:22]1(C)C(S(O)(=O)=O)=CC=CC=1.[OH2:33], predict the reaction product. The product is: [CH3:21][C:11]1([C:8]2[CH:7]=[CH:6][S:10][C:9]=2[CH:22]=[O:33])[C:20]2[C:15](=[CH:16][CH:17]=[CH:18][CH:19]=2)[CH2:14][CH2:13][NH:12]1. (3) Given the reactants [CH3:1][S:2]([C:5]1[CH:10]=[CH:9][C:8](B(O)O)=[CH:7][CH:6]=1)(=[O:4])=[O:3].Br[C:15]1[N:20]=[C:19]([F:21])[C:18]([O:22][CH2:23][CH:24]2[CH2:29][CH2:28][N:27]([C:30]([O:32][CH:33]([CH3:35])[CH3:34])=[O:31])[CH2:26][CH2:25]2)=[CH:17][CH:16]=1.C([O-])([O-])=O.[Na+].[Na+], predict the reaction product. The product is: [F:21][C:19]1[C:18]([O:22][CH2:23][CH:24]2[CH2:25][CH2:26][N:27]([C:30]([O:32][CH:33]([CH3:35])[CH3:34])=[O:31])[CH2:28][CH2:29]2)=[CH:17][CH:16]=[C:15]([C:8]2[CH:9]=[CH:10][C:5]([S:2]([CH3:1])(=[O:4])=[O:3])=[CH:6][CH:7]=2)[N:20]=1. (4) Given the reactants OC(C(F)(F)F)=O.[Cl:8][C:9]1[CH:14]=[C:13]([N:15]([CH3:17])[CH3:16])[C:12]([F:18])=[CH:11][C:10]=1[C:19]1[CH:24]=[CH:23][N:22]=[C:21](OS(C(F)(F)F)(=O)=O)[C:20]=1[N+:33]([O-:35])=[O:34].[CH3:36][O:37][CH2:38][CH:39]([NH2:42])[CH2:40][CH3:41], predict the reaction product. The product is: [Cl:8][C:9]1[CH:14]=[C:13]([N:15]([CH3:17])[CH3:16])[C:12]([F:18])=[CH:11][C:10]=1[C:19]1[CH:24]=[CH:23][N:22]=[C:21]([NH:42][CH:39]([CH2:38][O:37][CH3:36])[CH2:40][CH3:41])[C:20]=1[N+:33]([O-:35])=[O:34]. (5) Given the reactants [F:1][C:2]1[CH:3]=[CH:4][CH:5]=[C:6]2[C:11]=1[N:10]=[CH:9][CH:8]=[C:7]2[NH:12][C:13]([NH:15][C:16]1[N:21]=[C:20]([CH:22]2[CH2:27][CH2:26][NH:25][CH2:24][CH2:23]2)[CH:19]=[CH:18][CH:17]=1)=[O:14].BrCCF.[F:32][CH:33]([F:36])[CH2:34]I, predict the reaction product. The product is: [F:32][CH:33]([F:36])[CH2:34][N:25]1[CH2:24][CH2:23][CH:22]([C:20]2[CH:19]=[CH:18][CH:17]=[C:16]([NH:15][C:13]([NH:12][C:7]3[C:6]4[C:11](=[C:2]([F:1])[CH:3]=[CH:4][CH:5]=4)[N:10]=[CH:9][CH:8]=3)=[O:14])[N:21]=2)[CH2:27][CH2:26]1. (6) Given the reactants [Cl:1][C:2]1[CH:7]=[CH:6][C:5]([C:8]2[S:9][C:10]([CH3:21])=[C:11]([C:13]3[C:14](=[O:20])[CH2:15][CH2:16][C:17]=3[O:18][CH3:19])[N:12]=2)=[CH:4][CH:3]=1.C([N-]C(C)C)(C)C.[Li+].[F:30][C:31]1[CH:32]=[CH:33][C:34]([CH:37]=[O:38])=[N:35][CH:36]=1, predict the reaction product. The product is: [Cl:1][C:2]1[CH:7]=[CH:6][C:5]([C:8]2[S:9][C:10]([CH3:21])=[C:11]([C:13]3[C:14](=[O:20])[CH:15]([CH:37]([C:34]4[CH:33]=[CH:32][C:31]([F:30])=[CH:36][N:35]=4)[OH:38])[CH2:16][C:17]=3[O:18][CH3:19])[N:12]=2)=[CH:4][CH:3]=1. (7) Given the reactants [NH2:1][C:2]([C:4]1[CH:9]=[C:8]([C:10]([NH:12][CH2:13][C:14]([CH3:17])([CH3:16])[CH3:15])=[O:11])[CH:7]=[CH:6][C:5]=1[C:18]1[C:23]([CH3:24])=[C:22]([F:25])[CH:21]=[C:20]([C:26]([O:28]C(C)(C)C)=[O:27])[CH:19]=1)=[O:3].[OH-].[K+].C(O)(=O)C, predict the reaction product. The product is: [NH2:1][C:2]([C:4]1[CH:9]=[C:8]([C:10]([NH:12][CH2:13][C:14]([CH3:17])([CH3:16])[CH3:15])=[O:11])[CH:7]=[CH:6][C:5]=1[C:18]1[C:23]([CH3:24])=[C:22]([F:25])[CH:21]=[C:20]([C:26]([OH:28])=[O:27])[CH:19]=1)=[O:3]. (8) Given the reactants [C:1]([O:5][CH:6]1[CH:8]([C:9]2[CH:14]=[CH:13][C:12]([CH3:15])=[CH:11][N:10]=2)[CH:7]1[C:16](OCC)=[O:17])([CH3:4])([CH3:3])[CH3:2].[H-].[H-].[H-].[H-].[Al+3].[Li+], predict the reaction product. The product is: [C:1]([O:5][CH:6]1[CH:8]([C:9]2[CH:14]=[CH:13][C:12]([CH3:15])=[CH:11][N:10]=2)[CH:7]1[CH2:16][OH:17])([CH3:4])([CH3:3])[CH3:2]. (9) Given the reactants NCC[N:4]([CH3:32])[C:5]([C:7]1[N:8]=[C:9]([N:12]2[CH2:15][CH:14]([S:16]C3[C@H](C)[C@@H]4[C@@H]([C@H](O)C)C(=O)N4C=3C(O)=O)[CH2:13]2)[S:10][CH:11]=1)=O.[C:33](O)(=[O:35])C.NN.C1(P(O[C:54]2[C@H:55]([CH3:78])[C@H:56]3[C@@H:73]([C@H:74]([OH:76])[CH3:75])[C:72](=[O:77])[N:57]3[C:58]=2[C:59]([O:61][CH2:62][C:63]2[CH:68]=[CH:67][C:66]([N+:69]([O-:71])=[O:70])=[CH:65][CH:64]=2)=[O:60])(C2C=CC=CC=2)=O)C=CC=CC=1.C(N(C(C)C)CC)(C)C.C(=O)([O-])[OH:89].[Na+], predict the reaction product. The product is: [CH3:33][O:35][C:32]([NH:4][CH2:5][C:7]1[N:8]=[C:9]([N:12]2[CH2:13][CH:14]([S:16][C:54]3[C@H:55]([CH3:78])[C@@H:56]4[C@@H:73]([C@H:74]([OH:76])[CH3:75])[C:72](=[O:77])[N:57]4[C:58]=3[C:59]([O:61][CH2:62][C:63]3[CH:64]=[CH:65][C:66]([N+:69]([O-:71])=[O:70])=[CH:67][CH:68]=3)=[O:60])[CH2:15]2)[S:10][CH:11]=1)=[O:89]. (10) Given the reactants COC([CH2:5][N:6]1[C:19]2[C:14](=[CH:15][CH:16]=[CH:17][CH:18]=2)[C:8]2([CH2:13][CH2:12][NH:11][CH2:10][CH2:9]2)[C:7]1=[O:20])=O.[CH2:21]1[CH:30]2[CH:25]([CH2:26][CH2:27][CH2:28][CH2:29]2)[CH2:24][CH2:23][C:22]1=O.[C:32]([OH:35])(=[O:34])[CH3:33].C([BH3-])#N, predict the reaction product. The product is: [CH3:33][C:32]([O:35][CH2:5][N:6]1[C:19]2[C:14](=[CH:15][C:16]([CH:22]3[CH2:23][CH2:24][CH:25]4[CH:30]([CH2:29][CH2:28][CH2:27][CH2:26]4)[CH2:21]3)=[CH:17][CH:18]=2)[C:8]2([CH2:9][CH2:10][NH:11][CH2:12][CH2:13]2)[C:7]1=[O:20])=[O:34].